Predict the reactants needed to synthesize the given product. From a dataset of Full USPTO retrosynthesis dataset with 1.9M reactions from patents (1976-2016). (1) Given the product [Cl-:25].[O:1]1[CH2:6][CH2:5][N:4]([CH:7]([C:19]2[CH:24]=[CH:23][CH:22]=[CH:21][CH:20]=2)[C:8]([O:10][C@@H:11]2[CH:16]3[CH2:15][CH2:14][N+:13]([CH2:26][C:27](=[O:28])[C:29]4[CH:34]=[CH:33][CH:32]=[CH:31][CH:30]=4)([CH2:18][CH2:17]3)[CH2:12]2)=[O:9])[CH2:3][CH2:2]1, predict the reactants needed to synthesize it. The reactants are: [O:1]1[CH2:6][CH2:5][N:4]([CH:7]([C:19]2[CH:24]=[CH:23][CH:22]=[CH:21][CH:20]=2)[C:8]([O:10][C@@H:11]2[CH:16]3[CH2:17][CH2:18][N:13]([CH2:14][CH2:15]3)[CH2:12]2)=[O:9])[CH2:3][CH2:2]1.[Cl:25][CH2:26][C:27]([C:29]1[CH:34]=[CH:33][CH:32]=[CH:31][CH:30]=1)=[O:28]. (2) Given the product [F:47][C:43]1[CH:42]=[C:41]([CH2:40][N:6]2[C:5]([C:12](=[N:22][O:23][CH2:24][C:25]3[CH:26]=[CH:27][C:28]([O:31][CH3:32])=[CH:29][CH:30]=3)[C:13]3[CH:14]=[C:15]([CH:18]=[C:19]([CH3:21])[CH:20]=3)[C:16]#[N:17])=[C:4]([CH:1]([CH3:3])[CH3:2])[C:9](=[O:10])[NH:8][C:7]2=[O:11])[CH:46]=[CH:45][N:44]=1, predict the reactants needed to synthesize it. The reactants are: [CH:1]([C:4]1[C:9](=[O:10])[NH:8][C:7](=[O:11])[NH:6][C:5]=1[C:12](=[N:22][O:23][CH2:24][C:25]1[CH:30]=[CH:29][C:28]([O:31][CH3:32])=[CH:27][CH:26]=1)[C:13]1[CH:14]=[C:15]([CH:18]=[C:19]([CH3:21])[CH:20]=1)[C:16]#[N:17])([CH3:3])[CH3:2].C(=O)([O-])[O-].[K+].[K+].Br[CH2:40][C:41]1[CH:46]=[CH:45][N:44]=[C:43]([F:47])[CH:42]=1.[I-].[Li+]. (3) Given the product [Br:1][C:2]1[N:3]=[C:4]([CH2:7][O:8][C:9]2[C:10]([F:18])=[C:11]([C:14]([F:17])=[CH:15][CH:16]=2)[C:12](=[N:20][OH:21])[NH2:13])[S:5][CH:6]=1, predict the reactants needed to synthesize it. The reactants are: [Br:1][C:2]1[N:3]=[C:4]([CH2:7][O:8][C:9]2[C:10]([F:18])=[C:11]([C:14]([F:17])=[CH:15][CH:16]=2)[C:12]#[N:13])[S:5][CH:6]=1.Cl.[NH2:20][OH:21].[OH-].[Na+]. (4) Given the product [Br:1][C:2]1[CH:10]=[CH:9][CH:8]=[C:7]2[C:3]=1[CH:4]=[N:5][N:6]2[CH:24]1[CH2:25][CH2:26][CH2:27][CH2:28][O:23]1, predict the reactants needed to synthesize it. The reactants are: [Br:1][C:2]1[CH:10]=[CH:9][CH:8]=[C:7]2[C:3]=1[CH:4]=[N:5][NH:6]2.CC1C=CC(S(O)(=O)=O)=CC=1.O.[O:23]1[CH:28]=[CH:27][CH2:26][CH2:25][CH2:24]1. (5) Given the product [CH3:1][C:2]1[CH:31]=[CH:30][C:5]([C:6]([NH:8][C:9]2[C:22]3[C:21](=[O:23])[C:20]4[C:15](=[CH:16][CH:17]=[CH:18][CH:19]=4)[C:14](=[O:24])[C:13]=3[CH:12]=[CH:11][C:10]=2[NH:25][C:26](=[O:29])[CH2:27][N:42]([CH2:43][CH:44]2[O:48][CH2:47][CH2:46][O:45]2)[CH3:41])=[O:7])=[CH:4][CH:3]=1, predict the reactants needed to synthesize it. The reactants are: [CH3:1][C:2]1[CH:31]=[CH:30][C:5]([C:6]([NH:8][C:9]2[C:22]3[C:21](=[O:23])[C:20]4[C:15](=[CH:16][CH:17]=[CH:18][CH:19]=4)[C:14](=[O:24])[C:13]=3[CH:12]=[CH:11][C:10]=2[NH:25][C:26](=[O:29])[CH2:27]Cl)=[O:7])=[CH:4][CH:3]=1.CCN(C(C)C)C(C)C.[CH3:41][NH:42][CH2:43][CH:44]1[O:48][CH2:47][CH2:46][O:45]1.C(OCC)(=O)C. (6) Given the product [CH:34]([C:30]1[CH:29]=[C:28]([C:25]2([N:21]3[CH2:20][C@H:19]([C@@H:8]([NH:7][C:6](=[O:5])[CH3:38])[CH2:9][C:10]4[CH:11]=[CH:12][C:13]([N+:16]([O-:18])=[O:17])=[CH:14][CH:15]=4)[O:23][C:22]3=[O:24])[CH2:26][CH2:27]2)[CH:33]=[CH:32][CH:31]=1)([CH3:35])[CH3:36], predict the reactants needed to synthesize it. The reactants are: C([O:5][C:6](=O)[NH:7][C@H:8]([C@@H:19]1[O:23][C:22](=[O:24])[N:21]([C:25]2([C:28]3[CH:33]=[CH:32][CH:31]=[C:30]([CH:34]([CH3:36])[CH3:35])[CH:29]=3)[CH2:27][CH2:26]2)[CH2:20]1)[CH2:9][C:10]1[CH:15]=[CH:14][C:13]([N+:16]([O-:18])=[O:17])=[CH:12][CH:11]=1)(C)(C)C.[C:38](O)(C(F)(F)F)=O.C1(C)C=CC=CC=1.CC(OC(C)=O)=O. (7) Given the product [CH3:16][N:14]([CH3:15])[C:3]([CH3:4])([CH2:5][O:6][Si:7]([C:10]([CH3:11])([CH3:12])[CH3:13])([CH3:8])[CH3:9])[CH:2]([NH:1][C:26](=[O:27])[C:25]1[CH:29]=[CH:30][CH:31]=[C:32]([CH3:33])[C:24]=1[CH3:23])[C:17]1[CH:22]=[CH:21][CH:20]=[CH:19][CH:18]=1, predict the reactants needed to synthesize it. The reactants are: [NH2:1][CH:2]([C:17]1[CH:22]=[CH:21][CH:20]=[CH:19][CH:18]=1)[C:3]([N:14]([CH3:16])[CH3:15])([CH2:5][O:6][Si:7]([C:10]([CH3:13])([CH3:12])[CH3:11])([CH3:9])[CH3:8])[CH3:4].[CH3:23][C:24]1[C:32]([CH3:33])=[CH:31][CH:30]=[CH:29][C:25]=1[C:26](O)=[O:27].C1(N=C=NC2CCCCC2)CCCCC1.ON1C2C=CC=CC=2N=N1.